This data is from Reaction yield outcomes from USPTO patents with 853,638 reactions. The task is: Predict the reaction yield, written as a fraction of the theoretical maximum amount of product (1.0 means a 100% yield; for example, 0.34 means a 34% yield). The reactants are [Br:1][C:2]1[CH:9]=[C:8]([OH:10])[CH:7]=[C:6]([OH:11])[C:3]=1[CH:4]=[O:5].[O:12]1[CH:17]=[CH:16][CH2:15][CH2:14][CH2:13]1. The catalyst is ClCCl. The product is [Br:1][C:2]1[CH:9]=[C:8]([O:10][CH:13]2[CH2:14][CH2:15][CH2:16][CH2:17][O:12]2)[CH:7]=[C:6]([OH:11])[C:3]=1[CH:4]=[O:5]. The yield is 0.850.